Dataset: Catalyst prediction with 721,799 reactions and 888 catalyst types from USPTO. Task: Predict which catalyst facilitates the given reaction. Reactant: [Mn]([O-])(=O)(=O)=[O:2].[K+].[Cl:7][C:8]1[CH:9]=[C:10]([C:14]2[O:18][N:17]=[C:16]([CH2:19][OH:20])[CH:15]=2)[CH:11]=[CH:12][CH:13]=1. Product: [Cl:7][C:8]1[CH:9]=[C:10]([C:14]2[O:18][N:17]=[C:16]([C:19]([OH:2])=[O:20])[CH:15]=2)[CH:11]=[CH:12][CH:13]=1. The catalyst class is: 21.